Task: Predict the reactants needed to synthesize the given product.. Dataset: Full USPTO retrosynthesis dataset with 1.9M reactions from patents (1976-2016) (1) Given the product [CH:6]1[C:11]2=[N:12][S:13][N:14]=[C:10]2[C:9]([NH:15][C:16]2[NH:20][CH2:19][CH2:18][N:17]=2)=[C:8]([Cl:21])[CH:7]=1.[C:1]([O-:5])(=[O:4])[CH2:2][OH:3], predict the reactants needed to synthesize it. The reactants are: [C:1]([OH:5])(=[O:4])[CH2:2][OH:3].[CH:6]1[C:11]2=[N:12][S:13][N:14]=[C:10]2[C:9]([NH:15][C:16]2[NH:20][CH2:19][CH2:18][N:17]=2)=[C:8]([Cl:21])[CH:7]=1. (2) Given the product [CH2:29]([O:28][C:14]1[CH:13]=[C:12]([OH:11])[CH:27]=[CH:26][C:15]=1[C:16]([O:18][CH2:19][C:20]1[CH:21]=[CH:22][CH:23]=[CH:24][CH:25]=1)=[O:17])[C:30]1[CH:31]=[CH:32][CH:33]=[CH:34][CH:35]=1, predict the reactants needed to synthesize it. The reactants are: [OH-].[Na+].C([O:11][C:12]1[CH:27]=[CH:26][C:15]([C:16]([O:18][CH2:19][C:20]2[CH:25]=[CH:24][CH:23]=[CH:22][CH:21]=2)=[O:17])=[C:14]([O:28][CH2:29][C:30]2[CH:35]=[CH:34][CH:33]=[CH:32][CH:31]=2)[CH:13]=1)(=O)C1C=CC=CC=1.CO.Cl. (3) Given the product [OH:11][CH:10]1[CH:9]([CH2:12][C:13]2[CH:18]=[CH:17][C:16]([O:19][CH3:20])=[C:15]([CH2:21][C@H:22]3[CH2:26][O:25][C:24](=[O:27])[N:23]3[CH2:28][CH2:29][CH3:30])[CH:14]=2)[CH2:8][S:7](=[O:32])(=[O:31])[CH2:6][CH:5]1[C:3]([OH:4])=[O:2], predict the reactants needed to synthesize it. The reactants are: C[O:2][C:3]([CH:5]1[CH:10]([OH:11])[CH:9]([CH2:12][C:13]2[CH:18]=[CH:17][C:16]([O:19][CH3:20])=[C:15]([CH2:21][C@H:22]3[CH2:26][O:25][C:24](=[O:27])[N:23]3[CH2:28][CH2:29][CH3:30])[CH:14]=2)[CH2:8][S:7](=[O:32])(=[O:31])[CH2:6]1)=[O:4].[OH-].[Na+].Cl. (4) Given the product [CH3:1][O:2][CH2:3][CH:4]([C:5]1[CH:6]=[N:7][C:8]([O:11][CH2:12][C:13]([F:16])([F:14])[F:15])=[CH:9][CH:10]=1)[NH2:17], predict the reactants needed to synthesize it. The reactants are: [CH3:1][O:2][CH2:3][CH:4]([NH:17]C(=O)[O-])[C:5]1[CH:6]=[N:7][C:8]([O:11][CH2:12][C:13]([F:16])([F:15])[F:14])=[CH:9][CH:10]=1.C(OC(=O)C)C.Cl. (5) The reactants are: C(O)(=O)C(O)=O.[CH2:7]([NH:9][NH2:10])[CH3:8].[C:11]([C:13]1[CH:14]=[C:15]([C:19](=O)[CH2:20][C:21](OCC)=[O:22])[CH:16]=[CH:17][CH:18]=1)#[N:12].C(N(CC)CC)C. Given the product [CH2:7]([N:9]1[C:21](=[O:22])[CH:20]=[C:19]([C:15]2[CH:14]=[C:13]([CH:18]=[CH:17][CH:16]=2)[C:11]#[N:12])[NH:10]1)[CH3:8], predict the reactants needed to synthesize it. (6) Given the product [F:22][C:23]1[CH:30]=[C:29]([CH2:31][NH:21][CH:18]2[CH2:17][CH2:16][N:15]([CH2:14][CH2:13][C:4]3[CH:5]=[CH:6][C:7]4[C:8](=[O:12])[O:9][CH2:10][C:11]=4[C:3]=3[CH3:2])[CH2:20][CH2:19]2)[CH:28]=[CH:27][C:24]=1[C:25]#[N:26], predict the reactants needed to synthesize it. The reactants are: [Cl-].[CH3:2][C:3]1[C:11]2[CH2:10][O:9][C:8](=[O:12])[C:7]=2[CH:6]=[CH:5][C:4]=1[CH2:13][CH2:14][N:15]1[CH2:20][CH2:19][CH:18]([NH3+:21])[CH2:17][CH2:16]1.[F:22][C:23]1[CH:30]=[C:29]([CH:31]=O)[CH:28]=[CH:27][C:24]=1[C:25]#[N:26].